From a dataset of Full USPTO retrosynthesis dataset with 1.9M reactions from patents (1976-2016). Predict the reactants needed to synthesize the given product. (1) Given the product [CH2:16]([O:15][C:12]1[CH:13]=[CH:14][C:9]([NH:8][C:6]2[C:5]([F:18])=[CH:4][N:3]=[C:2]([NH:24][C:23]3[CH:25]=[CH:26][C:27]4[O:28][CH2:29][CH2:19][O:20][C:21]=4[CH:22]=3)[N:7]=2)=[CH:10][CH:11]=1)[CH3:17], predict the reactants needed to synthesize it. The reactants are: Cl[C:2]1[N:7]=[C:6]([NH:8][C:9]2[CH:14]=[CH:13][C:12]([O:15][CH2:16][CH3:17])=[CH:11][CH:10]=2)[C:5]([F:18])=[CH:4][N:3]=1.[CH2:19]1[CH2:29][O:28][C:27]2[CH:26]=[CH:25][C:23]([NH2:24])=[CH:22][C:21]=2[O:20]1. (2) Given the product [CH3:25][C:20]1([CH3:26])[C:21]([CH3:24])([CH3:23])[O:22][B:18]([C:2]2[CH:17]=[CH:16][C:5]([CH2:6][CH2:7][NH:8][C:9](=[O:15])[O:10][C:11]([CH3:14])([CH3:13])[CH3:12])=[CH:4][CH:3]=2)[O:19]1, predict the reactants needed to synthesize it. The reactants are: Br[C:2]1[CH:17]=[CH:16][C:5]([CH2:6][CH2:7][NH:8][C:9](=[O:15])[O:10][C:11]([CH3:14])([CH3:13])[CH3:12])=[CH:4][CH:3]=1.[B:18]1([B:18]2[O:22][C:21]([CH3:24])([CH3:23])[C:20]([CH3:26])([CH3:25])[O:19]2)[O:22][C:21]([CH3:24])([CH3:23])[C:20]([CH3:26])([CH3:25])[O:19]1. (3) Given the product [C:22]1([C:25]2[CH:26]=[CH:27][CH:28]=[CH:29][CH:30]=2)[CH:21]=[CH:20][C:19]([C:17]([N:16]([CH3:31])[CH:11]([C:12]([NH:14][CH3:15])=[O:13])[C:10]([NH:1][OH:2])=[O:9])=[O:18])=[CH:24][CH:23]=1, predict the reactants needed to synthesize it. The reactants are: [NH2:1][OH:2].C1COCC1.C[O:9][C:10](=O)[CH:11]([N:16]([CH3:31])[C:17]([C:19]1[CH:24]=[CH:23][C:22]([C:25]2[CH:30]=[CH:29][CH:28]=[CH:27][CH:26]=2)=[CH:21][CH:20]=1)=[O:18])[C:12]([NH:14][CH3:15])=[O:13]. (4) Given the product [NH:6]1[C:5]2[CH:9]=[CH:10][C:2]([NH:1][C:12]([NH:11][CH2:14][C:15]3[CH:20]=[CH:19][CH:18]=[CH:17][CH:16]=3)=[S:13])=[CH:3][C:4]=2[N:8]=[CH:7]1, predict the reactants needed to synthesize it. The reactants are: [NH2:1][C:2]1[CH:10]=[CH:9][C:5]2[NH:6][CH:7]=[N:8][C:4]=2[CH:3]=1.[N:11]([CH2:14][C:15]1[CH:20]=[CH:19][CH:18]=[CH:17][CH:16]=1)=[C:12]=[S:13]. (5) The reactants are: [F:1][C:2]1[C:7]([C:8]2[CH:13]=[CH:12][CH:11]=[C:10]([CH3:14])[CH:9]=2)=[C:6]([C:15]([C@@H:22]2[O:27][CH2:26][CH2:25][N:24]([C:28]([O:30][C:31]([CH3:34])([CH3:33])[CH3:32])=[O:29])[CH2:23]2)=[CH:16][CH2:17][CH2:18][CH2:19][O:20][CH3:21])[CH:5]=[CH:4][CH:3]=1. Given the product [F:1][C:2]1[C:7]([C:8]2[CH:13]=[CH:12][CH:11]=[C:10]([CH3:14])[CH:9]=2)=[C:6]([CH:15]([C@@H:22]2[O:27][CH2:26][CH2:25][N:24]([C:28]([O:30][C:31]([CH3:34])([CH3:33])[CH3:32])=[O:29])[CH2:23]2)[CH2:16][CH2:17][CH2:18][CH2:19][O:20][CH3:21])[CH:5]=[CH:4][CH:3]=1, predict the reactants needed to synthesize it.